This data is from Catalyst prediction with 721,799 reactions and 888 catalyst types from USPTO. The task is: Predict which catalyst facilitates the given reaction. (1) Reactant: [CH:1]([C:4]1[CH:9]=[CH:8][N:7]=[CH:6][CH:5]=1)([CH3:3])[CH3:2].Cl.[NH:11]1[CH2:16][CH2:15][CH2:14][CH2:13][CH2:12]1.[CH2:17]=O. Product: [N:11]1([CH2:2][C:1]([C:4]2[CH:9]=[CH:8][N:7]=[CH:6][CH:5]=2)([CH3:17])[CH3:3])[CH2:16][CH2:15][CH2:14][CH2:13][CH2:12]1. The catalyst class is: 8. (2) Reactant: [C:1]([O:5][C:6]([N:8]1[CH2:12][CH2:11][C@@H:10]([N:13]([C:24]2[CH:29]=[CH:28][C:27]([N:30]3[CH2:34][C@H:33]([CH2:35][N:36]=[N+]=[N-])[O:32][C:31]3=[O:39])=[CH:26][C:25]=2[F:40])C(OCC2C=CC=CC=2)=O)[CH2:9]1)=[O:7])([CH3:4])([CH3:3])[CH3:2].[C:41](OCC)(=[O:43])[CH3:42]. Product: [C:1]([O:5][C:6]([N:8]1[CH2:12][CH2:11][C@@H:10]([NH:13][C:24]2[CH:29]=[CH:28][C:27]([N:30]3[CH2:34][C@H:33]([CH2:35][NH:36][C:41](=[O:43])[CH3:42])[O:32][C:31]3=[O:39])=[CH:26][C:25]=2[F:40])[CH2:9]1)=[O:7])([CH3:2])([CH3:3])[CH3:4]. The catalyst class is: 45. (3) Reactant: [CH3:1][O:2][C:3]1[CH:8]=[CH:7][CH:6]=[CH:5][C:4]=1[N:9]1[CH2:14][CH2:13][O:12][CH2:11][CH2:10]1.[Cl:15][S:16](O)(=[O:18])=[O:17]. Product: [CH3:1][O:2][C:3]1[CH:8]=[CH:7][C:6]([S:16]([Cl:15])(=[O:18])=[O:17])=[CH:5][C:4]=1[N:9]1[CH2:14][CH2:13][O:12][CH2:11][CH2:10]1. The catalyst class is: 4. (4) Product: [C:1]([O:4][CH:5]=[CH2:6])(=[O:3])[CH3:2].[CH2:7]([NH:11][C:12](=[O:15])[CH:13]=[CH2:14])[CH2:8][CH2:9][CH3:10]. The catalyst class is: 5. Reactant: [C:1]([O:4][CH:5]=[CH2:6])(=[O:3])[CH3:2].[CH2:7]([NH:11][C:12](=[O:15])[CH:13]=[CH2:14])[CH2:8][CH2:9][CH3:10].CC(N=NC(C#N)(C)C)(C#N)C. (5) Reactant: [Sn](Cl)(Cl)(Cl)Cl.[CH:6]([C:9]1[C:10]([O:19][CH3:20])=[C:11]([C:15](O)([CH3:17])[CH3:16])[CH:12]=[CH:13][CH:14]=1)([CH3:8])[CH3:7].[CH2:21]([O:23][C:24](=[O:32])[C:25]([O:27][Si](C)(C)C)=[CH2:26])[CH3:22].C(=O)([O-])[O-].[Na+].[Na+].Cl. Product: [CH2:21]([O:23][C:24](=[O:32])[C:25](=[O:26])[CH2:27][C:15]([C:11]1[CH:12]=[CH:13][CH:14]=[C:9]([CH:6]([CH3:8])[CH3:7])[C:10]=1[O:19][CH3:20])([CH3:17])[CH3:16])[CH3:22]. The catalyst class is: 46. (6) Reactant: O=[CH:2][CH2:3][CH2:4][CH2:5][C:6]([O:8][CH3:9])=[O:7].[C:10]([O:14][C:15]([NH:17][C@@H:18]([CH2:28][C:29]1[CH:34]=[CH:33][CH:32]=[CH:31][CH:30]=1)[C:19](=[O:27])[CH2:20]P(=O)(OC)OC)=[O:16])([CH3:13])([CH3:12])[CH3:11].C([O-])([O-])=O.[K+].[K+]. Product: [C:10]([O:14][C:15]([NH:17][C@@H:18]([CH2:28][C:29]1[CH:30]=[CH:31][CH:32]=[CH:33][CH:34]=1)[C:19](=[O:27])/[CH:20]=[CH:2]/[CH2:3][CH2:4][CH2:5][C:6]([O:8][CH3:9])=[O:7])=[O:16])([CH3:11])([CH3:12])[CH3:13]. The catalyst class is: 8.